This data is from Protein-peptide binding for MDM2, ACE2, and 12ca5 with 34 validated binders. The task is: Binary Classification. Given protein and peptide amino acid sequences, predict whether they interact or not. The protein target is MDM2 with sequence MCNTNMSVPTDGAVTTSQIPASEQETLVRPKPLLLKLLKSVGAQKDTYTMKEVLFYLGQYIMTKRLYDEKQQHIVYCSNDLLGDLFGVPSFSVKEHRKIYTMIYRNLVVVNQQESSDSGTSVSENRCHLEGGSDQKDLVQELQEEKPSSSHLVSRPSTSSRRRAISETEENSDELSGERQRKRHKSDSISLSFDESLALCVIREICCERSSSSESTGTPSNPDLDAGVSEHSGDWLDQDSVSDQFSVEFEVESLDSEDYSLSEEGQELSDEDDEVYQVTVYQAGESDTDSFEEDPEISLADYWKCTSCNEMNPPLPSHCNRCWALRENWLPEDKGKDKGEISEKAKLENSTQAEEGFDVPDCKKTIVNDSRESCVEENDDKITQASQSQESEDYSQPSTSSSIIYSSQEDVKEFEREETQDKEESVESSLPLNAIEPCVICQGRPKNGCIVHGKTGHLMACFTCAKKLKKRNKPCPVCRQPIQMIVLTYFP. The peptide is ASFAEYWAALAPK. The binding affinity (KD) is 59.3 nM.